Dataset: Peptide-MHC class II binding affinity with 134,281 pairs from IEDB. Task: Regression. Given a peptide amino acid sequence and an MHC pseudo amino acid sequence, predict their binding affinity value. This is MHC class II binding data. (1) The peptide sequence is AGKATTEEQKLIEKI. The MHC is DRB1_0701 with pseudo-sequence DRB1_0701. The binding affinity (normalized) is 0.0692. (2) The peptide sequence is EKVDAAFKVAATAAN. The MHC is DRB1_0101 with pseudo-sequence DRB1_0101. The binding affinity (normalized) is 0.560. (3) The peptide sequence is PAKNIYSFNEIVALW. The MHC is DRB1_1201 with pseudo-sequence DRB1_1201. The binding affinity (normalized) is 0.351. (4) The peptide sequence is PTSLLISWGHYPLHL. The MHC is DRB1_0401 with pseudo-sequence DRB1_0401. The binding affinity (normalized) is 0.416. (5) The peptide sequence is ELRKTYNLLDAVSRH. The MHC is HLA-DQA10102-DQB10502 with pseudo-sequence HLA-DQA10102-DQB10502. The binding affinity (normalized) is 0.110.